Dataset: Catalyst prediction with 721,799 reactions and 888 catalyst types from USPTO. Task: Predict which catalyst facilitates the given reaction. (1) Reactant: [C:1]([C:3]1[CH:8]=[CH:7][C:6]([C@H:9]2[N:14]([CH2:15][C:16]([OH:18])=O)[C:13](=[O:19])[N:12]([C:20]3[CH:25]=[CH:24][CH:23]=[C:22]([C:26]([F:29])([F:28])[F:27])[CH:21]=3)[C:11]([CH3:30])=[C:10]2[C:31]([O:33][CH2:34][CH3:35])=[O:32])=[CH:5][CH:4]=1)#[N:2].[CH3:36][NH:37][CH3:38].O.ON1C2C=CC=CC=2N=N1.Cl.CN(C)CCCN=C=NCC. Product: [C:1]([C:3]1[CH:4]=[CH:5][C:6]([C@@H:9]2[C:10]([C:31]([O:33][CH2:34][CH3:35])=[O:32])=[C:11]([CH3:30])[N:12]([C:20]3[CH:25]=[CH:24][CH:23]=[C:22]([C:26]([F:29])([F:28])[F:27])[CH:21]=3)[C:13](=[O:19])[N:14]2[CH2:15][C:16]([N:37]([CH3:38])[CH3:36])=[O:18])=[CH:7][CH:8]=1)#[N:2]. The catalyst class is: 198. (2) Reactant: [C:1]1([C@@H:7]([NH:12][CH2:13][Si:14]([CH3:17])([CH3:16])[CH3:15])[C:8]([O:10][CH3:11])=[O:9])[CH:6]=[CH:5][CH:4]=[CH:3][CH:2]=1.[CH2:18]=O.CO.[C:22]([O-:25])([O-])=O.[K+].[K+]. Product: [CH3:18][O:25][CH2:22][N:12]([CH2:13][Si:14]([CH3:16])([CH3:15])[CH3:17])[C@H:7]([C:1]1[CH:2]=[CH:3][CH:4]=[CH:5][CH:6]=1)[C:8]([O:10][CH3:11])=[O:9]. The catalyst class is: 6. (3) Reactant: CSC.B.[Br:5][C:6]1[CH:14]=[CH:13][C:9]([C:10](O)=[O:11])=[C:8]([CH3:15])[CH:7]=1.O. Product: [Br:5][C:6]1[CH:14]=[CH:13][C:9]([CH2:10][OH:11])=[C:8]([CH3:15])[CH:7]=1. The catalyst class is: 7.